Dataset: Catalyst prediction with 721,799 reactions and 888 catalyst types from USPTO. Task: Predict which catalyst facilitates the given reaction. (1) Reactant: Cl.[CH:2]1[C:11]2[C:6](=[CH:7][CH:8]=[CH:9][CH:10]=2)[CH:5]=[CH:4][C:3]=1[CH2:12][N:13]1[C:21]2[C:20](=[O:22])[NH:19][C:18]([NH2:23])=[N:17][C:16]=2[N:15]=[CH:14]1.[H-].[Na+].[CH:26]1[C:35]2[C:30](=[CH:31][CH:32]=[CH:33][CH:34]=2)[CH:29]=[CH:28][C:27]=1[CH2:36]Br.ClCCl.CO. Product: [NH2:23][C:18]1[N:19]([CH2:36][C:27]2[CH:28]=[CH:29][C:30]3[C:35](=[CH:34][CH:33]=[CH:32][CH:31]=3)[CH:26]=2)[C:20](=[O:22])[C:21]2[N:13]([CH2:12][C:3]3[CH:4]=[CH:5][C:6]4[C:11](=[CH:10][CH:9]=[CH:8][CH:7]=4)[CH:2]=3)[CH:14]=[N:15][C:16]=2[N:17]=1. The catalyst class is: 3. (2) Reactant: C(OC(OC(C)(C)C)=O)(OC(C)(C)C)=O.CCN(C(C)C)C(C)C.[Cl:25][C:26]1[CH:27]=[CH:28][C:29]2[C:30](=[CH2:38])[CH:31]3[CH2:37][NH:36][CH2:35][CH:32]3[C:33]=2[CH:34]=1. Product: [Cl:25][C:26]1[CH:27]=[CH:28][C:29]2[CH:30]([CH3:38])[CH:31]3[CH2:37][NH:36][CH2:35][CH:32]3[C:33]=2[CH:34]=1. The catalyst class is: 2. (3) Reactant: [NH2:1][C:2]1[CH:7]=[CH:6][C:5]([NH:8][C:9]([NH:11][C:12](=[O:23])[C:13]2[CH:18]=[CH:17][C:16]([C:19]([CH3:22])([CH3:21])[CH3:20])=[CH:15][CH:14]=2)=[S:10])=[CH:4][CH:3]=1.[Br:24][CH2:25][CH2:26][CH2:27][CH2:28][CH2:29][C:30](Cl)=[O:31].C(N(CC)CC)C. Product: [C:19]([C:16]1[CH:15]=[CH:14][C:13]([C:12]([NH:11][C:9](=[S:10])[NH:8][C:5]2[CH:6]=[CH:7][C:2]([NH:1][C:30](=[O:31])[CH2:29][CH2:28][CH2:27][CH2:26][CH2:25][Br:24])=[CH:3][CH:4]=2)=[O:23])=[CH:18][CH:17]=1)([CH3:20])([CH3:22])[CH3:21]. The catalyst class is: 2.